Task: Predict the reactants needed to synthesize the given product.. Dataset: Full USPTO retrosynthesis dataset with 1.9M reactions from patents (1976-2016) (1) Given the product [Br:1][C:2]1[CH:3]=[CH:4][C:5]([CH:8]2[O:12][CH2:11][CH2:10][O:9]2)=[N:6][CH:7]=1, predict the reactants needed to synthesize it. The reactants are: [Br:1][C:2]1[CH:3]=[CH:4][C:5]([CH:8]=[O:9])=[N:6][CH:7]=1.[CH2:10](O)[CH2:11][OH:12]. (2) Given the product [C:33]([O:32][CH2:31][C@H:18]([CH2:17][CH2:16][O:15][C:13](=[O:14])[C@H:9]([CH:10]([CH3:12])[CH3:11])[NH2:8])[CH2:19][N:20]1[CH:28]=[N:27][C:26]2[C:25](=[O:29])[NH:24][C:23]([NH2:30])=[N:22][C:21]1=2)(=[O:51])[CH2:34][CH2:35][CH2:36][CH2:37][CH2:38][CH2:39][CH2:40][CH2:41][CH2:42][CH2:43][CH2:44][CH2:45][CH2:46][CH2:47][CH2:48][CH2:49][CH3:50], predict the reactants needed to synthesize it. The reactants are: C(OC([NH:8][C@H:9]([C:13]([O:15][CH2:16][CH2:17][C@@H:18]([CH2:31][O:32][C:33](=[O:51])[CH2:34][CH2:35][CH2:36][CH2:37][CH2:38][CH2:39][CH2:40][CH2:41][CH2:42][CH2:43][CH2:44][CH2:45][CH2:46][CH2:47][CH2:48][CH2:49][CH3:50])[CH2:19][N:20]1[CH:28]=[N:27][C:26]2[C:25](=[O:29])[NH:24][C:23]([NH2:30])=[N:22][C:21]1=2)=[O:14])[CH:10]([CH3:12])[CH3:11])=O)(C)(C)C.FC(F)(F)C(O)=O. (3) The reactants are: C(C1C=CC(C2SC=CC=2CO)=CC=1)C.OC1C(F)=CC(CCC(OCC)=O)=CC=1F.[CH2:32]([C:34]1[CH:39]=[CH:38][C:37]([C:40]2[S:41][CH:42]=[CH:43][C:44]=2[CH2:45][O:46][C:47]2[C:52]([F:53])=[CH:51][C:50]([CH2:54][CH2:55][C:56]([O:58]CC)=[O:57])=[CH:49][C:48]=2[F:61])=[CH:36][CH:35]=1)[CH3:33]. Given the product [CH2:32]([C:34]1[CH:39]=[CH:38][C:37]([C:40]2[S:41][CH:42]=[CH:43][C:44]=2[CH2:45][O:46][C:47]2[C:52]([F:53])=[CH:51][C:50]([CH2:54][CH2:55][C:56]([OH:58])=[O:57])=[CH:49][C:48]=2[F:61])=[CH:36][CH:35]=1)[CH3:33], predict the reactants needed to synthesize it.